From a dataset of Full USPTO retrosynthesis dataset with 1.9M reactions from patents (1976-2016). Predict the reactants needed to synthesize the given product. (1) Given the product [O:1]([C:8]1[CH:30]=[CH:29][C:11]([O:12][C:13]2[C:14]3[N:21]([CH:22]4[CH2:23][C:24]5([CH2:25][N:26]([C:36]#[N:37])[CH2:27]5)[CH2:28]4)[CH:20]=[CH:19][C:15]=3[N:16]=[CH:17][N:18]=2)=[CH:10][CH:9]=1)[C:2]1[CH:7]=[CH:6][CH:5]=[CH:4][CH:3]=1, predict the reactants needed to synthesize it. The reactants are: [O:1]([C:8]1[CH:30]=[CH:29][C:11]([O:12][C:13]2[C:14]3[N:21]([CH:22]4[CH2:28][C:24]5([CH2:27][NH:26][CH2:25]5)[CH2:23]4)[CH:20]=[CH:19][C:15]=3[N:16]=[CH:17][N:18]=2)=[CH:10][CH:9]=1)[C:2]1[CH:7]=[CH:6][CH:5]=[CH:4][CH:3]=1.C(=O)(O)[O-].[Na+].[C:36](Br)#[N:37]. (2) Given the product [CH:21]([C:2]1[CH:3]=[CH:4][C:5]2[C:14]3[CH:13]=[C:12]4[CH2:15][CH2:16][CH2:17][C:18](=[O:19])[C:11]4=[CH:10][C:9]=3[O:8][CH2:7][C:6]=2[CH:20]=1)=[CH2:22], predict the reactants needed to synthesize it. The reactants are: Cl[C:2]1[CH:3]=[CH:4][C:5]2[C:14]3[CH:13]=[C:12]4[CH2:15][CH2:16][CH2:17][C:18](=[O:19])[C:11]4=[CH:10][C:9]=3[O:8][CH2:7][C:6]=2[CH:20]=1.[CH:21]1(P(C2CCCCC2)C2C=CC=CC=2C2C(OC)=CC=CC=2OC)CCCC[CH2:22]1.[OH-].[K+].C([B-](F)(F)F)=C.[K+].C(N[C@H](C(O)=O)CS)(=O)C. (3) Given the product [C:1]([C:5]1[CH:9]=[C:8]([NH:10][C:11]([NH:13][C:14]2[C:23]3[C:18](=[CH:19][CH:20]=[CH:21][CH:22]=3)[C:17]([O:24][C:25]3[CH:30]=[CH:29][N:28]=[C:27]([NH:45][C:44]4[CH:46]=[CH:47][CH:48]=[C:42]([C:40]#[CH:41])[CH:43]=4)[N:26]=3)=[CH:16][CH:15]=2)=[O:12])[N:7]([C:32]2[CH:33]=[N:34][C:35]([O:38][CH3:39])=[CH:36][CH:37]=2)[N:6]=1)([CH3:4])([CH3:3])[CH3:2], predict the reactants needed to synthesize it. The reactants are: [C:1]([C:5]1[CH:9]=[C:8]([NH:10][C:11]([NH:13][C:14]2[C:23]3[C:18](=[CH:19][CH:20]=[CH:21][CH:22]=3)[C:17]([O:24][C:25]3[CH:30]=[CH:29][N:28]=[C:27](Cl)[N:26]=3)=[CH:16][CH:15]=2)=[O:12])[N:7]([C:32]2[CH:33]=[N:34][C:35]([O:38][CH3:39])=[CH:36][CH:37]=2)[N:6]=1)([CH3:4])([CH3:3])[CH3:2].[C:40]([C:42]1[CH:43]=[C:44]([CH:46]=[CH:47][CH:48]=1)[NH2:45])#[CH:41].C([O-])(O)=O.[Na+]. (4) Given the product [Br:7][C:8]1[N:9]=[C:10]2[CH:15]=[CH:16][NH:14][C:11]2=[N:12][CH:13]=1, predict the reactants needed to synthesize it. The reactants are: CC(C)([O-])C.[K+].[Br:7][C:8]1[N:9]=[C:10]([C:15]#[C:16][Si](CC)(CC)CC)[C:11]([NH2:14])=[N:12][CH:13]=1.